From a dataset of Full USPTO retrosynthesis dataset with 1.9M reactions from patents (1976-2016). Predict the reactants needed to synthesize the given product. (1) Given the product [C:1]([O:5][C@@H:6]([C:12]1[C:13]([CH3:44])=[N:14][C:15]([CH3:43])=[C:16]([C:26]2[CH:27]=[CH:28][C:29]([O:32][CH2:33][CH2:34][CH2:35][C:36]3[CH:41]=[CH:40][C:39]([F:42])=[CH:38][CH:37]=3)=[CH:30][CH:31]=2)[C:17]=1[N:18]1[CH2:23][CH2:22][C:21]([CH3:25])([CH3:24])[CH2:20][CH2:19]1)[C:7]([OH:9])=[O:8])([CH3:4])([CH3:2])[CH3:3], predict the reactants needed to synthesize it. The reactants are: [C:1]([O:5][C@@H:6]([C:12]1[C:13]([CH3:44])=[N:14][C:15]([CH3:43])=[C:16]([C:26]2[CH:31]=[CH:30][C:29]([O:32][CH2:33][CH2:34][CH2:35][C:36]3[CH:41]=[CH:40][C:39]([F:42])=[CH:38][CH:37]=3)=[CH:28][CH:27]=2)[C:17]=1[N:18]1[CH2:23][CH2:22][C:21]([CH3:25])([CH3:24])[CH2:20][CH2:19]1)[C:7]([O:9]CC)=[O:8])([CH3:4])([CH3:3])[CH3:2].[Li+].[OH-]. (2) Given the product [CH:24]1([C:21]2[CH:22]=[N:23][C:11]([NH:10][C:6]3[CH:5]=[C:4]4[C:9](=[CH:8][CH:7]=3)[N:1]([CH2:34][CH2:35][CH2:36][C:37]3[CH:42]=[CH:41][CH:40]=[CH:39][CH:38]=3)[CH:2]=[CH:3]4)=[C:12]([CH:20]=2)[C:13]([O:15][CH2:16][CH2:17][CH2:18][CH3:19])=[O:14])[CH2:25][CH2:26]1, predict the reactants needed to synthesize it. The reactants are: [NH:1]1[C:9]2[C:4](=[CH:5][C:6]([NH:10][C:11]3[N:23]=[CH:22][C:21]([CH:24]4[CH2:26][CH2:25]4)=[CH:20][C:12]=3[C:13]([O:15][CH2:16][CH2:17][CH2:18][CH3:19])=[O:14])=[CH:7][CH:8]=2)[CH:3]=[CH:2]1.CC(C)([O-])C.[K+].Br[CH2:34][CH2:35][CH2:36][C:37]1[CH:42]=[CH:41][CH:40]=[CH:39][CH:38]=1.Cl. (3) Given the product [C:1]12([CH2:11][CH2:12][O:13][C:14]3[CH:15]=[C:16]([CH2:20][CH2:21][NH:22][CH2:43][C@@H:42]([C:34]4[CH:33]=[CH:32][C:31]([O:30][CH2:23][C:24]5[CH:29]=[CH:28][CH:27]=[CH:26][CH:25]=5)=[C:40]5[C:35]=4[CH:36]=[CH:37][C:38](=[O:41])[NH:39]5)[O:45][Si:46]([C:49]([CH3:52])([CH3:51])[CH3:50])([CH3:48])[CH3:47])[CH:17]=[CH:18][CH:19]=3)[CH2:10][CH:5]3[CH2:6][CH:7]([CH2:9][CH:3]([CH2:4]3)[CH2:2]1)[CH2:8]2, predict the reactants needed to synthesize it. The reactants are: [C:1]12([CH2:11][CH2:12][O:13][C:14]3[CH:15]=[C:16]([CH2:20][CH2:21][NH2:22])[CH:17]=[CH:18][CH:19]=3)[CH2:10][CH:5]3[CH2:6][CH:7]([CH2:9][CH:3]([CH2:4]3)[CH2:2]1)[CH2:8]2.[CH2:23]([O:30][C:31]1[CH:32]=[CH:33][C:34]([C@@H:42]([O:45][Si:46]([C:49]([CH3:52])([CH3:51])[CH3:50])([CH3:48])[CH3:47])[CH2:43]Br)=[C:35]2[C:40]=1[NH:39][C:38](=[O:41])[CH:37]=[CH:36]2)[C:24]1[CH:29]=[CH:28][CH:27]=[CH:26][CH:25]=1.C(=O)([O-])O.[Na+].[I-].[Na+]. (4) Given the product [Br:1][C:2]1[CH:3]=[C:4]([CH:5]=[CH:6][CH:7]=1)[CH2:8][O:9][Si:14]([C:11]([CH3:13])([CH3:12])[CH3:10])([CH3:16])[CH3:15], predict the reactants needed to synthesize it. The reactants are: [Br:1][C:2]1[CH:3]=[C:4]([CH2:8][OH:9])[CH:5]=[CH:6][CH:7]=1.[CH3:10][C:11]([Si:14](Cl)([CH3:16])[CH3:15])([CH3:13])[CH3:12].N1C=CN=C1. (5) Given the product [Cl:28][C:21]1[CH:22]=[N+:23]([O-:27])[CH:24]=[C:25]([Cl:26])[C:20]=1[CH2:19][C@@H:18]([C:29]1[CH:34]=[CH:33][C:32]([O:35][CH:36]([F:37])[F:38])=[C:31]([O:39][CH2:40][CH:41]2[CH2:43][CH2:42]2)[CH:30]=1)[O:17][C:15](=[O:16])[CH2:14][O:13][C:11](=[O:12])[C:10]1[CH:44]=[C:45]([N:48]([CH2:53][CH:54]2[CH2:55][CH2:56]2)[S:49]([CH3:52])(=[O:51])=[O:50])[CH:46]=[CH:47][C:9]=1[OH:8], predict the reactants needed to synthesize it. The reactants are: C(OC([O:8][C:9]1[CH:47]=[CH:46][C:45]([N:48]([CH2:53][CH:54]2[CH2:56][CH2:55]2)[S:49]([CH3:52])(=[O:51])=[O:50])=[CH:44][C:10]=1[C:11]([O:13][CH2:14][C:15]([O:17][C@H:18]([C:29]1[CH:34]=[CH:33][C:32]([O:35][CH:36]([F:38])[F:37])=[C:31]([O:39][CH2:40][CH:41]2[CH2:43][CH2:42]2)[CH:30]=1)[CH2:19][C:20]1[C:25]([Cl:26])=[CH:24][N+:23]([O-:27])=[CH:22][C:21]=1[Cl:28])=[O:16])=[O:12])=O)(C)(C)C.O1CCOCC1. (6) Given the product [Cl:1][C:2]1[CH:10]=[CH:9][CH:8]=[C:7]2[C:3]=1[C:4]([C:17]([NH:20][CH2:21][C@@:22]1([OH:29])[CH2:27][CH2:26][CH2:25][C@@H:24]([CH3:28])[CH2:23]1)=[O:19])=[CH:5][N:6]2[CH2:11][CH:12]1[CH2:16][CH2:15][CH2:14][O:13]1, predict the reactants needed to synthesize it. The reactants are: [Cl:1][C:2]1[CH:10]=[CH:9][CH:8]=[C:7]2[C:3]=1[C:4]([C:17]([OH:19])=O)=[CH:5][N:6]2[CH2:11][CH:12]1[CH2:16][CH2:15][CH2:14][O:13]1.[NH2:20][CH2:21][C@@:22]1([OH:29])[CH2:27][CH2:26][CH2:25][C@@H:24]([CH3:28])[CH2:23]1.C1C=CC2N(O)N=NC=2C=1.CCN=C=NCCCN(C)C.C(N(CC)CC)C. (7) Given the product [CH2:62]([N:41]([C:42]1[CH:47]=[C:46]([O:48][CH3:49])[CH:45]=[CH:44][C:43]=1[CH:50]1[CH2:59][CH2:58][C:57]2[C:52](=[CH:53][CH:54]=[C:55]([O:60][CH3:61])[CH:56]=2)[CH2:51]1)[C:39](=[O:40])[C:38]1[CH:64]=[CH:65][C:35]([NH:66][CH2:67][CH2:68][N:69]2[CH2:74][CH2:73][CH2:72][CH2:71][CH2:70]2)=[CH:36][CH:37]=1)[CH3:63], predict the reactants needed to synthesize it. The reactants are: C(NC1C=C(OC)C=CC=1C1CCC2C(=CC=C(OC)C=2)C1)C.BrC1C=CC(C(Cl)=O)=CC=1.Br[C:35]1[CH:65]=[CH:64][C:38]([C:39]([N:41]([CH2:62][CH3:63])[C:42]2[CH:47]=[C:46]([O:48][CH3:49])[CH:45]=[CH:44][C:43]=2[CH:50]2[CH2:59][CH2:58][C:57]3[C:52](=[CH:53][CH:54]=[C:55]([O:60][CH3:61])[CH:56]=3)[CH2:51]2)=[O:40])=[CH:37][CH:36]=1.[NH2:66][CH2:67][CH2:68][N:69]1[CH2:74][CH2:73][CH2:72][CH2:71][CH2:70]1.CC(C)([O-])C.[Na+]. (8) Given the product [CH3:25][C@@:24]1([CH2:23][CH2:22][CH2:20][CH:47]([C:41]2[CH:46]=[CH:45][CH:44]=[CH:43][CH:42]=2)[CH2:48][CH3:49])[CH2:29][CH2:19][CH2:18][C:17](=[O:16])[CH2:37]1, predict the reactants needed to synthesize it. The reactants are: C(N(C(C)C)P1O[C:20]2[CH:22]=[CH:23][C:24]3[CH:25]=CC=C[C:29]=3[C:19]=2[C:18]2C3C(C=[CH:37][C:17]=2[O:16]1)=CC=CC=3)(C1C=CC=CC=1)C1C=CC=CC=1.[C:41]1([CH2:47][CH2:48][CH2:49]CC=C)[CH:46]=[CH:45][CH:44]=[CH:43][CH:42]=1.CC1CCCC(=O)C=1.